This data is from Full USPTO retrosynthesis dataset with 1.9M reactions from patents (1976-2016). The task is: Predict the reactants needed to synthesize the given product. (1) Given the product [Cl:1][C:2]1[CH:3]=[CH:4][C:5]([N+:10]([O-:12])=[O:11])=[C:6]([CH2:7][Cl:22])[CH:9]=1, predict the reactants needed to synthesize it. The reactants are: [Cl:1][C:2]1[CH:3]=[CH:4][C:5]([N+:10]([O-:12])=[O:11])=[C:6]([CH:9]=1)[CH2:7]O.C(N(CC)CC)C.S(Cl)([Cl:22])=O. (2) Given the product [CH:1]([CH:10]([CH2:11][CH2:12][CH2:13][CH2:14][CH2:15][CH2:16][CH2:17][CH2:18][CH2:22][CH2:23][CH3:24])[C:8]([OH:7])=[O:9])=[CH2:2], predict the reactants needed to synthesize it. The reactants are: [CH:1]([Si](Cl)(Cl)Cl)=[CH2:2].[OH:7][C:8]([CH2:10][CH2:11][CH2:12][CH2:13][CH2:14][CH2:15][CH2:16][CH2:17][CH3:18])=[O:9].O.C1(C)C=[CH:24][CH:23]=[CH:22]C=1. (3) Given the product [Cl:1][C:2]1[C:3]2[O:20][N:19]=[C:18]([C:21]3[S:25][C:24]([CH3:26])=[N:23][CH:22]=3)[C:4]=2[N:5]=[C:6]2[C:7]=1[N:8]1[CH2:9][C@@H:10]([CH3:15])[O:11][C@@H:12]([CH3:14])[C@@H:13]1[C:33]1([C:31](=[O:32])[NH:30][C:28](=[O:29])[NH:27][C:34]1=[O:35])[CH2:16]2, predict the reactants needed to synthesize it. The reactants are: [Cl:1][C:2]1[C:7]([N:8]2[CH2:13][C@H:12]([CH3:14])[O:11][C@H:10]([CH3:15])[CH2:9]2)=[C:6]([CH:16]=O)[N:5]=[C:4]2[C:18]([C:21]3[S:25][C:24]([CH3:26])=[N:23][CH:22]=3)=[N:19][O:20][C:3]=12.[NH:27]1[C:34](=[O:35])[CH2:33][C:31](=[O:32])[NH:30][C:28]1=[O:29]. (4) Given the product [CH3:26][S:27]([O:1][CH2:2][CH2:3][C:4]1[CH:5]=[CH:6][C:7]([O:8][CH2:9][C:10]([O:12][C:13]([CH3:15])([CH3:14])[CH3:16])=[O:11])=[CH:17][CH:18]=1)(=[O:29])=[O:28], predict the reactants needed to synthesize it. The reactants are: [OH:1][CH2:2][CH2:3][C:4]1[CH:18]=[CH:17][C:7]([O:8][CH2:9][C:10]([O:12][C:13]([CH3:16])([CH3:15])[CH3:14])=[O:11])=[CH:6][CH:5]=1.C(N(CC)CC)C.[CH3:26][S:27](Cl)(=[O:29])=[O:28]. (5) Given the product [Br:11]/[CH:12]=[CH:13]\[C@H:14]([OH:24])[CH2:15][O:16][C:17]1[CH:22]=[CH:21][C:20]([F:23])=[CH:19][CH:18]=1, predict the reactants needed to synthesize it. The reactants are: [Al+3].[Cl-].[Cl-].[Cl-].[H-].[Al+3].[Li+].[H-].[H-].[H-].[Br:11][C:12]#[C:13][C@H:14]([OH:24])[CH2:15][O:16][C:17]1[CH:22]=[CH:21][C:20]([F:23])=[CH:19][CH:18]=1.[OH-].[Na+]. (6) Given the product [CH3:1][C:2]1[C:6]([C:7]([NH:9][N:10]2[CH2:11][CH2:12][CH2:13][CH2:14][CH2:15]2)=[O:8])=[N:5][N:4]([C:16]2[CH:17]=[CH:18][C:19]([Cl:23])=[CH:20][C:21]=2[Cl:22])[C:3]=1[C:24]1[CH:25]=[CH:26][C:27]([Cl:30])=[CH:28][CH:29]=1.[CH2:7]([OH:8])[CH2:6][CH3:2], predict the reactants needed to synthesize it. The reactants are: [CH3:1][C:2]1[C:6]([C:7]([NH:9][N:10]2[CH2:15][CH2:14][CH2:13][CH2:12][CH2:11]2)=[O:8])=[N:5][N:4]([C:16]2[CH:17]=[CH:18][C:19]([Cl:23])=[CH:20][C:21]=2[Cl:22])[C:3]=1[C:24]1[CH:25]=[CH:26][C:27]([Cl:30])=[CH:28][CH:29]=1.